From a dataset of NCI-60 drug combinations with 297,098 pairs across 59 cell lines. Regression. Given two drug SMILES strings and cell line genomic features, predict the synergy score measuring deviation from expected non-interaction effect. Drug 1: C1C(C(OC1N2C=NC3=C(N=C(N=C32)Cl)N)CO)O. Drug 2: CC12CCC3C(C1CCC2OP(=O)(O)O)CCC4=C3C=CC(=C4)OC(=O)N(CCCl)CCCl.[Na+]. Cell line: T-47D. Synergy scores: CSS=10.1, Synergy_ZIP=-6.37, Synergy_Bliss=-0.318, Synergy_Loewe=-8.46, Synergy_HSA=-3.17.